From a dataset of M1 muscarinic receptor antagonist screen with 61,756 compounds. Binary Classification. Given a drug SMILES string, predict its activity (active/inactive) in a high-throughput screening assay against a specified biological target. (1) The compound is S\1CC(=O)N(CC=C)C1=N\c1sccn1. The result is 0 (inactive). (2) The drug is OC(=O)c1c(/C(=N\O)C)cccc1. The result is 0 (inactive). (3) The molecule is ClC1=C(N2CCN(CC2)C)C(=O)N(CCc2ccccc2)C1=O. The result is 1 (active). (4) The molecule is s1c2n(nc(c2cc1C(=O)NCCN1CCOCC1)C)c1ccccc1. The result is 0 (inactive).